This data is from Full USPTO retrosynthesis dataset with 1.9M reactions from patents (1976-2016). The task is: Predict the reactants needed to synthesize the given product. Given the product [F:19][C:16]([F:18])([F:17])[C:13]1[N:11]2[CH:12]=[C:7]([N:1]3[CH2:2][CH2:3][N:4]([CH2:25][C:24]4[CH:27]=[CH:28][CH:29]=[C:22]([C:21]([F:20])([F:30])[F:31])[CH:23]=4)[CH2:5][CH2:6]3)[CH:8]=[CH:9][C:10]2=[N:15][N:14]=1, predict the reactants needed to synthesize it. The reactants are: [N:1]1([C:7]2[CH:8]=[CH:9][C:10]3[N:11]([C:13]([C:16]([F:19])([F:18])[F:17])=[N:14][N:15]=3)[CH:12]=2)[CH2:6][CH2:5][NH:4][CH2:3][CH2:2]1.[F:20][C:21]([F:31])([F:30])[C:22]1[CH:23]=[C:24]([CH:27]=[CH:28][CH:29]=1)[CH:25]=O.